From a dataset of Reaction yield outcomes from USPTO patents with 853,638 reactions. Predict the reaction yield, written as a fraction of the theoretical maximum amount of product (1.0 means a 100% yield; for example, 0.34 means a 34% yield). (1) The reactants are [C:1]([O:5][C:6]([NH:8][CH2:9][CH2:10][NH:11][C:12]1[C:13]([CH3:23])=[C:14]([CH:19]=[C:20]([Cl:22])[CH:21]=1)[C:15]([O:17][CH3:18])=[O:16])=[O:7])([CH3:4])([CH3:3])[CH3:2].[C:24](=O)([O-])[O-].[Cs+].[Cs+].CI. The catalyst is C(#N)C. The product is [C:1]([O:5][C:6]([NH:8][CH2:9][CH2:10][N:11]([CH3:24])[C:12]1[C:13]([CH3:23])=[C:14]([CH:19]=[C:20]([Cl:22])[CH:21]=1)[C:15]([O:17][CH3:18])=[O:16])=[O:7])([CH3:4])([CH3:3])[CH3:2]. The yield is 0.620. (2) The reactants are [N+:1]([C:4]1[CH:5]=[C:6]([C:10]2[CH:20]=[CH:19][C:13]([C:14]([O:16]CC)=[O:15])=[CH:12][CH:11]=2)[CH:7]=[CH:8][CH:9]=1)([O-:3])=[O:2].[OH-].[Na+].Cl. The catalyst is CO.O. The product is [N+:1]([C:4]1[CH:5]=[C:6]([C:10]2[CH:20]=[CH:19][C:13]([C:14]([OH:16])=[O:15])=[CH:12][CH:11]=2)[CH:7]=[CH:8][CH:9]=1)([O-:3])=[O:2]. The yield is 0.870. (3) The reactants are [F:1][C:2]1[CH:7]=[C:6](I)[CH:5]=[CH:4][C:3]=1[NH:9][CH:10]=[O:11].C([O-])(=O)C.[K+].Br[C:18]1[CH:34]=[CH:33][C:21]([C:22]([C@@H:24]2[CH2:28][CH2:27][CH2:26][C@H:25]2[C:29]([O:31][CH3:32])=[O:30])=[O:23])=[CH:20][CH:19]=1.C(=O)([O-])[O-].[Cs+].[Cs+]. The catalyst is CN(C)C=O.C([O-])(=O)C.[Pd+2].C([O-])(=O)C.C1C=CC([P]([Pd]([P](C2C=CC=CC=2)(C2C=CC=CC=2)C2C=CC=CC=2)([P](C2C=CC=CC=2)(C2C=CC=CC=2)C2C=CC=CC=2)[P](C2C=CC=CC=2)(C2C=CC=CC=2)C2C=CC=CC=2)(C2C=CC=CC=2)C2C=CC=CC=2)=CC=1. The product is [F:1][C:2]1[CH:7]=[C:6]([C:18]2[CH:19]=[CH:20][C:21]([C:22]([CH:24]3[CH2:28][CH2:27][CH2:26][CH:25]3[C:29]([O:31][CH3:32])=[O:30])=[O:23])=[CH:33][CH:34]=2)[CH:5]=[CH:4][C:3]=1[NH:9][CH:10]=[O:11]. The yield is 0.650. (4) The reactants are [C:1]([O:5][C:6](=[O:35])[NH:7][C:8]1([C:12]2[CH:17]=[CH:16][C:15]([C:18]3[C:19]([C:29]4[CH:34]=[CH:33][CH:32]=[CH:31][CH:30]=4)=[CH:20][C:21]4[NH:26][C:25](=[O:27])[CH2:24][O:23][C:22]=4[N:28]=3)=[CH:14][CH:13]=2)[CH2:11][CH2:10][CH2:9]1)([CH3:4])([CH3:3])[CH3:2].[H-].[Na+].Cl[CH2:39][C:40]1[NH:41][CH:42]=[CH:43][N:44]=1.Cl.C([O-])(O)=O.[Na+]. The catalyst is CN(C=O)C. The product is [C:1]([O:5][C:6](=[O:35])[NH:7][C:8]1([C:12]2[CH:13]=[CH:14][C:15]([C:18]3[C:19]([C:29]4[CH:30]=[CH:31][CH:32]=[CH:33][CH:34]=4)=[CH:20][C:21]4[N:26]([CH2:39][C:40]5[NH:41][CH:42]=[CH:43][N:44]=5)[C:25](=[O:27])[CH2:24][O:23][C:22]=4[N:28]=3)=[CH:16][CH:17]=2)[CH2:11][CH2:10][CH2:9]1)([CH3:4])([CH3:2])[CH3:3]. The yield is 0.170. (5) The reactants are [CH3:1][CH:2]([C:5]1[C:9]([CH2:10][CH2:11][C:12](OCC)=[O:13])=[CH:8][N:7]([C:17]2[CH:22]=[CH:21][C:20]([C:23]([F:26])([F:25])[F:24])=[CH:19][N:18]=2)[N:6]=1)[CH2:3][CH3:4].[H-].C([Al+]CC(C)C)C(C)C.Cl. The catalyst is O1CCCC1.CCCCCC. The product is [CH3:1][CH:2]([C:5]1[C:9]([CH2:10][CH2:11][CH2:12][OH:13])=[CH:8][N:7]([C:17]2[CH:22]=[CH:21][C:20]([C:23]([F:26])([F:24])[F:25])=[CH:19][N:18]=2)[N:6]=1)[CH2:3][CH3:4]. The yield is 0.950. (6) The reactants are [NH2:1][CH2:2][C:3]1[C:7]([CH2:8][O:9][Si:10]([C:23]([CH3:26])([CH3:25])[CH3:24])([C:17]2[CH:22]=[CH:21][CH:20]=[CH:19][CH:18]=2)[C:11]2[CH:16]=[CH:15][CH:14]=[CH:13][CH:12]=2)=[N:6][N:5]([CH2:27][C@@H:28]2[C@H:31]([NH:32][C:33](=[O:42])[O:34][CH2:35][C:36]3[CH:41]=[CH:40][CH:39]=[CH:38][CH:37]=3)[C:30](=[O:43])[N:29]2[CH2:44][C:45]2[CH:50]=[CH:49][C:48]([O:51][CH3:52])=[CH:47][C:46]=2[O:53][CH3:54])[N:4]=1.[N+:55]([C:58]1[CH:63]=[CH:62][CH:61]=[CH:60][C:59]=1[S:64](Cl)(=[O:66])=[O:65])([O-:57])=[O:56]. The catalyst is C(Cl)Cl. The product is [Si:10]([O:9][CH2:8][C:7]1[C:3]([CH2:2][NH:1][S:64]([C:59]2[CH:60]=[CH:61][CH:62]=[CH:63][C:58]=2[N+:55]([O-:57])=[O:56])(=[O:65])=[O:66])=[N:4][N:5]([CH2:27][C@@H:28]2[C@H:31]([NH:32][C:33](=[O:42])[O:34][CH2:35][C:36]3[CH:37]=[CH:38][CH:39]=[CH:40][CH:41]=3)[C:30](=[O:43])[N:29]2[CH2:44][C:45]2[CH:50]=[CH:49][C:48]([O:51][CH3:52])=[CH:47][C:46]=2[O:53][CH3:54])[N:6]=1)([C:23]([CH3:24])([CH3:25])[CH3:26])([C:17]1[CH:18]=[CH:19][CH:20]=[CH:21][CH:22]=1)[C:11]1[CH:16]=[CH:15][CH:14]=[CH:13][CH:12]=1. The yield is 0.870.